Predict the product of the given reaction. From a dataset of Forward reaction prediction with 1.9M reactions from USPTO patents (1976-2016). (1) Given the reactants [N:1]([CH2:4][C:5]1[CH:6]=[CH:7][C:8]2[C:14]3[S:15][C:16]([C:18]([N:20]([C:22]4[CH:27]=[CH:26][CH:25]=[CH:24][C:23]=4[Cl:28])[CH3:21])=[O:19])=[CH:17][C:13]=3[CH2:12][CH2:11][O:10][C:9]=2[CH:29]=1)=[N+]=[N-], predict the reaction product. The product is: [NH2:1][CH2:4][C:5]1[CH:6]=[CH:7][C:8]2[C:14]3[S:15][C:16]([C:18]([N:20]([C:22]4[CH:27]=[CH:26][CH:25]=[CH:24][C:23]=4[Cl:28])[CH3:21])=[O:19])=[CH:17][C:13]=3[CH2:12][CH2:11][O:10][C:9]=2[CH:29]=1. (2) Given the reactants Br[C:2]1[CH:3]=[CH:4][C:5]([N:10]2[CH2:14][CH:13]=[CH:12][CH2:11]2)=[C:6]([CH:9]=1)[CH:7]=[O:8].[CH2:15]([O:19][CH2:20][CH2:21][O:22][C:23]1[CH:28]=[CH:27][C:26](OB(O)O)=[CH:25][CH:24]=1)[CH2:16][CH2:17][CH3:18].C(=O)([O-])[O-].[K+].[K+], predict the reaction product. The product is: [CH2:15]([O:19][CH2:20][CH2:21][O:22][C:23]1[CH:24]=[CH:25][C:26]([C:2]2[CH:3]=[CH:4][C:5]([N:10]3[CH2:14][CH:13]=[CH:12][CH2:11]3)=[C:6]([CH:7]=[O:8])[CH:9]=2)=[CH:27][CH:28]=1)[CH2:16][CH2:17][CH3:18]. (3) Given the reactants N[C:2]1[CH:10]=[C:9]2[C:5]([CH2:6][N:7]([C:12]([O:14][C:15]([CH3:18])([CH3:17])[CH3:16])=[O:13])[C:8]2=[O:11])=[CH:4][CH:3]=1.CC1C=C([N+:29]([O-])=O)C=CC=1C(O)=O, predict the reaction product. The product is: [NH2:29][C:3]1[CH:4]=[C:5]2[C:9](=[CH:10][CH:2]=1)[C:8](=[O:11])[N:7]([C:12]([O:14][C:15]([CH3:18])([CH3:17])[CH3:16])=[O:13])[CH2:6]2. (4) Given the reactants [Br:1][C:2]1[N:6]2[N:7]=[C:8](F)[CH:9]=[CH:10][C:5]2=[N:4][CH:3]=1.[N:12]1([C:19]([O:21][C:22]([CH3:25])([CH3:24])[CH3:23])=[O:20])[CH2:18][CH2:17][CH2:16][NH:15][CH2:14][CH2:13]1.CCN(C(C)C)C(C)C, predict the reaction product. The product is: [Br:1][C:2]1[N:6]2[N:7]=[C:8]([N:15]3[CH2:16][CH2:17][CH2:18][N:12]([C:19]([O:21][C:22]([CH3:25])([CH3:24])[CH3:23])=[O:20])[CH2:13][CH2:14]3)[CH:9]=[CH:10][C:5]2=[N:4][CH:3]=1. (5) Given the reactants [Br:1][C:2]1[CH:3]=[C:4]2[C:9](=[CH:10][CH:11]=1)[N:8]=[C:7]([CH2:12][CH3:13])[N:6]([CH3:14])[C:5]2=[O:15].[Br:16]Br.O, predict the reaction product. The product is: [Br:1][C:2]1[CH:3]=[C:4]2[C:9](=[CH:10][CH:11]=1)[N:8]=[C:7]([CH:12]([Br:16])[CH3:13])[N:6]([CH3:14])[C:5]2=[O:15].